Dataset: Reaction yield outcomes from USPTO patents with 853,638 reactions. Task: Predict the reaction yield, written as a fraction of the theoretical maximum amount of product (1.0 means a 100% yield; for example, 0.34 means a 34% yield). (1) The reactants are Br[C:2]1[CH:3]=[C:4]([CH:19]=[CH:20][CH:21]=1)[CH2:5][NH:6][C:7]([C:9]1[CH:10]=[C:11]2[C:16](=[CH:17][CH:18]=1)[N:15]=[CH:14][CH:13]=[CH:12]2)=[O:8].C1(C)C=CC=CC=1.C(=O)([O-])[O-].[Na+].[Na+].[F:35][C:36]1[CH:37]=[C:38](B(O)O)[CH:39]=[CH:40][CH:41]=1. The catalyst is C(#N)C.O.FC(F)(F)C(O)=O.C1C=CC([P]([Pd]([P](C2C=CC=CC=2)(C2C=CC=CC=2)C2C=CC=CC=2)([P](C2C=CC=CC=2)(C2C=CC=CC=2)C2C=CC=CC=2)[P](C2C=CC=CC=2)(C2C=CC=CC=2)C2C=CC=CC=2)(C2C=CC=CC=2)C2C=CC=CC=2)=CC=1.C(O)(=O)C.C(OCC)(=O)C.O.CO. The yield is 0.0830. The product is [F:35][C:36]1[CH:41]=[C:40]([C:2]2[CH:21]=[CH:20][CH:19]=[C:4]([CH2:5][NH:6][C:7]([C:9]3[CH:10]=[C:11]4[C:16](=[CH:17][CH:18]=3)[N:15]=[CH:14][CH:13]=[CH:12]4)=[O:8])[CH:3]=2)[CH:39]=[CH:38][CH:37]=1. (2) The reactants are [Cl:1][C:2]1[CH:7]=[C:6]([Cl:8])[CH:5]=[CH:4][C:3]=1[C:9]1[N:10]=[C:11](/[CH:15]=[CH:16]/[C:17]2[CH:22]=[CH:21][C:20]([C:23]3[CH:28]=[CH:27][C:26]([O:29][CH3:30])=[CH:25][CH:24]=3)=[CH:19][CH:18]=2)[N:12]([CH3:14])[CH:13]=1.C1(O)C=CC=CC=1.BrC[C:40]1[CH:49]=[CH:48][C:43]([C:44]([O:46]C)=[O:45])=[CH:42][CH:41]=1. No catalyst specified. The product is [Cl:1][C:2]1[CH:7]=[C:6]([Cl:8])[CH:5]=[CH:4][C:3]=1[C:9]1[N:10]=[C:11](/[CH:15]=[CH:16]/[C:17]2[CH:22]=[CH:21][C:20]([C:23]3[CH:24]=[CH:25][C:26]([O:29][CH2:30][C:40]4[CH:49]=[CH:48][C:43]([C:44]([OH:46])=[O:45])=[CH:42][CH:41]=4)=[CH:27][CH:28]=3)=[CH:19][CH:18]=2)[N:12]([CH3:14])[CH:13]=1. The yield is 0.440. (3) The reactants are [CH3:1][O:2][C:3]1[CH:12]=[C:11]2[C:6]([C:7]([O:13][CH2:14][C:15]3[N:19]4[CH:20]=[C:21]([C:24]#[N:25])[CH:22]=[CH:23][C:18]4=[N:17][N:16]=3)=[CH:8][CH:9]=[N:10]2)=[CH:5][CH:4]=1.C(=O)(O)[O-:27].[Na+]. The catalyst is S(=O)(=O)(O)O. The product is [CH3:1][O:2][C:3]1[CH:12]=[C:11]2[C:6]([C:7]([O:13][CH2:14][C:15]3[N:19]4[CH:20]=[C:21]([C:24]([NH2:25])=[O:27])[CH:22]=[CH:23][C:18]4=[N:17][N:16]=3)=[CH:8][CH:9]=[N:10]2)=[CH:5][CH:4]=1. The yield is 0.950. (4) The reactants are FC(F)(F)C(O)=O.[CH3:8][C:9]1[CH:18]=[C:17]2[C:12]([N:13]=[CH:14][C:15]([NH2:19])=[N:16]2)=[CH:11][CH:10]=1.C(N(CC)CC)C.[C:27](N1C=CC=CC1=O)(N1C=CC=CC1=O)=[S:28]. The catalyst is C(Cl)Cl. The product is [N:19]([C:15]1[CH:14]=[N:13][C:12]2[C:17](=[CH:18][C:9]([CH3:8])=[CH:10][CH:11]=2)[N:16]=1)=[C:27]=[S:28]. The yield is 0.460. (5) The reactants are [F:1][C:2]1[CH:7]=[CH:6][C:5]([N:8]2[C:13]([CH3:14])=[CH:12][CH:11]=[C:10]([C:15]([OH:17])=O)[C:9]2=[O:18])=[CH:4][CH:3]=1.[NH2:19][C:20]1[CH:42]=[CH:41][C:23]([O:24][C:25]2[CH:26]=[CH:27][C:28]3[N:29]([C:31]([CH3:40])=[C:32]([NH:34][C:35]([CH:37]4[CH2:39][CH2:38]4)=[O:36])[N:33]=3)[CH:30]=2)=[C:22]([F:43])[CH:21]=1.C(N(CC)C(C)C)(C)C.CN(C(ON1N=NC2C=CC=NC1=2)=[N+](C)C)C.F[P-](F)(F)(F)(F)F.C(=O)([O-])O.[Na+]. The catalyst is CN(C)C=O.C(OCC)(=O)C. The product is [CH:37]1([C:35]([NH:34][C:32]2[N:33]=[C:28]3[CH:27]=[CH:26][C:25]([O:24][C:23]4[CH:41]=[CH:42][C:20]([NH:19][C:15]([C:10]5[C:9](=[O:18])[N:8]([C:5]6[CH:4]=[CH:3][C:2]([F:1])=[CH:7][CH:6]=6)[C:13]([CH3:14])=[CH:12][CH:11]=5)=[O:17])=[CH:21][C:22]=4[F:43])=[CH:30][N:29]3[C:31]=2[CH3:40])=[O:36])[CH2:38][CH2:39]1. The yield is 0.750. (6) The yield is 0.940. The catalyst is CCOC(C)=O.[Os](=O)(=O)(=O)=O. The reactants are [F:1][C:2]1[CH:7]=[CH:6][C:5]([N:8]2[C:17]3[C:12](=[CH:13][C:14]([CH:18]=C)=[CH:15][CH:16]=3)[C:11](=[O:20])[C:10]([C:21]([NH2:23])=[O:22])=[CH:9]2)=[CH:4][CH:3]=1.CC(C)=[O:26].O.I([O-])(=O)(=O)=O.[Na+]. The product is [F:1][C:2]1[CH:3]=[CH:4][C:5]([N:8]2[C:17]3[C:12](=[CH:13][C:14]([CH:18]=[O:26])=[CH:15][CH:16]=3)[C:11](=[O:20])[C:10]([C:21]([NH2:23])=[O:22])=[CH:9]2)=[CH:6][CH:7]=1.